From a dataset of Reaction yield outcomes from USPTO patents with 853,638 reactions. Predict the reaction yield, written as a fraction of the theoretical maximum amount of product (1.0 means a 100% yield; for example, 0.34 means a 34% yield). (1) The reactants are Br[C:2]1[CH:3]=[CH:4][C:5]2[C:6]3[C:16](=O)[NH:15][CH2:14][CH2:13][CH2:12][C:7]=3[N:8]([CH3:11])[C:9]=2[CH:10]=1.[CH2:18]([O:25][C:26]1[CH:31]=[CH:30][NH:29][C:28](=[O:32])[CH:27]=1)[C:19]1[CH:24]=[CH:23][CH:22]=[CH:21][CH:20]=1.C([O-])([O-])=O.[Cs+].[Cs+].OC1C=CC=C2C=1N=CC=C2. The catalyst is CS(C)=O.[Cu](I)I. The product is [CH2:18]([O:25][C:26]1[CH:31]=[CH:30][N:29]([C:2]2[CH:3]=[CH:4][C:5]3[C:6]4[CH2:16][NH:15][CH2:14][CH2:13][CH2:12][C:7]=4[N:8]([CH3:11])[C:9]=3[CH:10]=2)[C:28](=[O:32])[CH:27]=1)[C:19]1[CH:20]=[CH:21][CH:22]=[CH:23][CH:24]=1. The yield is 0.0700. (2) The reactants are [Cl-].[NH4+].O[N:4]1C2C=CC=CC=2N=N1.Cl.C(N=C=NCCCN(C)C)C.[C:25]([C:28]1[CH:33]=[CH:32][N:31]=[C:30]([C:34]2[N:38]([C:39]3[N:40]=[N:41][C:42]([O:45][CH3:46])=[CH:43][CH:44]=3)[N:37]=[C:36]([C:47]([O:49][CH3:50])=[O:48])[CH:35]=2)[CH:29]=1)([OH:27])=O. The catalyst is CN(C)C=O.C(Cl)(Cl)Cl.O.C(N(CC)CC)C. The product is [C:25]([C:28]1[CH:33]=[CH:32][N:31]=[C:30]([C:34]2[N:38]([C:39]3[N:40]=[N:41][C:42]([O:45][CH3:46])=[CH:43][CH:44]=3)[N:37]=[C:36]([C:47]([O:49][CH3:50])=[O:48])[CH:35]=2)[CH:29]=1)(=[O:27])[NH2:4]. The yield is 0.450. (3) The reactants are CN(C=O)C.[CH3:6][O:7][C:8]([C:10]1[S:18][C:13]2=[N:14][CH:15]=[CH:16][CH:17]=[C:12]2[C:11]=1[OH:19])=[O:9].C(=O)([O-])[O-].[K+].[K+].Br[CH2:27][C:28]([NH2:30])=[O:29]. The catalyst is O. The product is [CH3:6][O:7][C:8]([C:10]1[S:18][C:13]2=[N:14][CH:15]=[CH:16][CH:17]=[C:12]2[C:11]=1[O:19][CH2:27][C:28](=[O:29])[NH2:30])=[O:9]. The yield is 0.450. (4) The reactants are [NH2:1][C:2]1[N:3]=[C:4]([CH3:17])[C:5]2[CH:11]=[C:10](Br)[C:9](=[O:13])[N:8]([CH:14]([CH3:16])[CH3:15])[C:6]=2[N:7]=1.[NH:18]1[CH:22]=[CH:21][C:20](B(O)O)=[N:19]1.C([O-])([O-])=O.[K+].[K+]. The catalyst is O1CCOCC1.O.[Pd].C1(P(C2C=CC=CC=2)C2C=CC=CC=2)C=CC=CC=1.C1(P(C2C=CC=CC=2)C2C=CC=CC=2)C=CC=CC=1.C1(P(C2C=CC=CC=2)C2C=CC=CC=2)C=CC=CC=1.C1(P(C2C=CC=CC=2)C2C=CC=CC=2)C=CC=CC=1. The product is [NH2:1][C:2]1[N:3]=[C:4]([CH3:17])[C:5]2[CH:11]=[C:10]([C:20]3[NH:19][N:18]=[CH:22][CH:21]=3)[C:9](=[O:13])[N:8]([CH:14]([CH3:16])[CH3:15])[C:6]=2[N:7]=1. The yield is 0.137. (5) The reactants are N(OC(C)(C)C)=O.[CH2:8]([O:10][C:11]([C:13]1[C:22](=[O:23])[C:21]2[C:16](=[N:17][C:18](N)=[C:19]([CH2:24][C:25]3[CH:30]=[CH:29][CH:28]=[C:27]([Cl:31])[C:26]=3[F:32])[CH:20]=2)[N:15]([C@H:34]([C:39]([CH3:47])([CH3:46])[O:40][SiH2:41][C:42]([CH3:45])([CH3:44])[CH3:43])[C:35]([CH3:38])([CH3:37])[CH3:36])[CH:14]=1)=[O:12])[CH3:9].C(Br)(Br)[Br:49]. The catalyst is C(#N)C.[Cu](Br)Br. The product is [CH2:8]([O:10][C:11]([C:13]1[C:22](=[O:23])[C:21]2[C:16](=[N:17][C:18]([Br:49])=[C:19]([CH2:24][C:25]3[CH:30]=[CH:29][CH:28]=[C:27]([Cl:31])[C:26]=3[F:32])[CH:20]=2)[N:15]([C@H:34]([C:39]([CH3:47])([CH3:46])[O:40][SiH2:41][C:42]([CH3:45])([CH3:44])[CH3:43])[C:35]([CH3:38])([CH3:37])[CH3:36])[CH:14]=1)=[O:12])[CH3:9]. The yield is 0.630. (6) The reactants are C1(P(=O)(C2C=CC=CC=2)C2C=CC=CC=2)C=CC=CC=1.FC(F)(F)S(OS(C(F)(F)F)(=O)=O)(=O)=O.C([S:43][C:44]([CH3:75])([CH2:68][N:69]1[CH2:74][CH2:73][O:72][CH2:71][CH2:70]1)[CH2:45][NH:46][C:47]([C:49]1[NH:50][C:51]2[C:56]([CH:57]=1)=[CH:55][CH:54]=[CH:53][C:52]=2[N:58]([CH3:67])[S:59]([C:62]1[S:63][CH:64]=[CH:65][CH:66]=1)(=[O:61])=[O:60])=O)C1C=CC=CC=1.C(=O)([O-])O.[Na+]. The product is [CH3:67][N:58]([C:52]1[CH:53]=[CH:54][CH:55]=[C:56]2[C:51]=1[NH:50][C:49]([C:47]1[S:43][C:44]([CH3:75])([CH2:68][N:69]3[CH2:74][CH2:73][O:72][CH2:71][CH2:70]3)[CH2:45][N:46]=1)=[CH:57]2)[S:59]([C:62]1[S:63][CH:64]=[CH:65][CH:66]=1)(=[O:61])=[O:60]. The catalyst is C(#N)C. The yield is 0.570. (7) The reactants are [CH3:1][O:2][C:3]([C:5]1[S:6][C:7]([C:10](OC)=[O:11])=[CH:8][CH:9]=1)=[O:4]. The catalyst is O1CCCC1. The product is [CH3:1][O:2][C:3]([C:5]1[S:6][C:7]([CH2:10][OH:11])=[CH:8][CH:9]=1)=[O:4]. The yield is 0.647. (8) The reactants are [Br:1][C:2]1[C:10]2[C:5](=[CH:6][C:7]([C:11]([O:13][CH3:14])=[O:12])=[CH:8][CH:9]=2)[NH:4][N:3]=1.Br[C:16]1[CH:20]=[CH:19][S:18][CH:17]=1.CN[C@@H]1CCCC[C@H]1NC.[O-]P([O-])([O-])=O.[K+].[K+].[K+]. The catalyst is C1(C)C=CC=CC=1.[Cu]I. The product is [Br:1][C:2]1[C:10]2[C:5](=[CH:6][C:7]([C:11]([O:13][CH3:14])=[O:12])=[CH:8][CH:9]=2)[N:4]([C:16]2[CH:20]=[CH:19][S:18][CH:17]=2)[N:3]=1. The yield is 0.595. (9) The yield is 0.826. The reactants are Cl.[F:2][C:3]([F:25])([C:19]1[CH:24]=[CH:23][CH:22]=[CH:21][N:20]=1)[CH2:4][NH:5][N:6]1[C:11](=[O:12])[CH:10]=[C:9]([CH3:13])[N:8]([CH2:14][C:15]([OH:17])=O)[C:7]1=[O:18].[C:26]([O:30][C:31](=[O:43])[NH:32][CH2:33][C:34]1[CH:39]=[CH:38][C:37]([Cl:40])=[CH:36][C:35]=1[CH2:41][NH2:42])([CH3:29])([CH3:28])[CH3:27].C1C=NC2N(O)N=NC=2C=1.C(Cl)CCl.C(N(CC)CC)C. The product is [Cl:40][C:37]1[CH:38]=[CH:39][C:34]([CH2:33][NH:32][C:31](=[O:43])[O:30][C:26]([CH3:29])([CH3:28])[CH3:27])=[C:35]([CH2:41][NH:42][C:15](=[O:17])[CH2:14][N:8]2[C:9]([CH3:13])=[CH:10][C:11](=[O:12])[N:6]([NH:5][CH2:4][C:3]([F:2])([F:25])[C:19]3[CH:24]=[CH:23][CH:22]=[CH:21][N:20]=3)[C:7]2=[O:18])[CH:36]=1. The catalyst is CN(C=O)C. (10) The reactants are [C:1]([O:7][CH2:8][N:9]1[C:13]2[N:14]=[CH:15][N:16]=[C:17]([C:18]3[CH:19]=[N:20][N:21]([CH:23]([CH:27]4[CH2:31][CH2:30][CH2:29][CH2:28]4)[CH2:24][C:25]#[N:26])[CH:22]=3)[C:12]=2[CH:11]=[CH:10]1)(=[O:6])[C:2]([CH3:5])([CH3:4])[CH3:3].C[Si](CCOCCl)(C)C.ClC1C2C=CNC=2N=CN=1. The catalyst is C(O)C. The product is [C:1]([O:7][CH2:8][N:9]1[C:13]2[N:14]=[CH:15][N:16]=[C:17]([C:18]3[CH:19]=[N:20][N:21]([C@@H:23]([CH:27]4[CH2:31][CH2:30][CH2:29][CH2:28]4)[CH2:24][C:25]#[N:26])[CH:22]=3)[C:12]=2[CH:11]=[CH:10]1)(=[O:6])[C:2]([CH3:4])([CH3:5])[CH3:3].[C:1]([O:7][CH2:8][N:9]1[C:13]2[N:14]=[CH:15][N:16]=[C:17]([C:18]3[CH:19]=[N:20][N:21]([C@H:23]([CH:27]4[CH2:31][CH2:30][CH2:29][CH2:28]4)[CH2:24][C:25]#[N:26])[CH:22]=3)[C:12]=2[CH:11]=[CH:10]1)(=[O:6])[C:2]([CH3:4])([CH3:5])[CH3:3]. The yield is 0.908.